This data is from Reaction yield outcomes from USPTO patents with 853,638 reactions. The task is: Predict the reaction yield, written as a fraction of the theoretical maximum amount of product (1.0 means a 100% yield; for example, 0.34 means a 34% yield). The reactants are [Cl:1][C:2]1[CH:3]=[C:4]([CH:27]=[CH:28][C:29]=1[F:30])[NH:5][C:6]1[C:15]2[C:10](=[CH:11][C:12]([O:22][CH2:23][CH2:24][CH2:25]Cl)=[CH:13][C:14]=2[O:16][CH:17]2[CH2:21][CH2:20][O:19][CH2:18]2)[N:9]=[CH:8][N:7]=1.[NH:31]1[CH2:36][CH2:35][O:34][CH2:33][CH2:32]1. No catalyst specified. The product is [Cl:1][C:2]1[CH:3]=[C:4]([CH:27]=[CH:28][C:29]=1[F:30])[NH:5][C:6]1[C:15]2[C:10](=[CH:11][C:12]([O:22][CH2:23][CH2:24][CH2:25][N:31]3[CH2:36][CH2:35][O:34][CH2:33][CH2:32]3)=[CH:13][C:14]=2[O:16][CH:17]2[CH2:21][CH2:20][O:19][CH2:18]2)[N:9]=[CH:8][N:7]=1. The yield is 0.640.